Dataset: Catalyst prediction with 721,799 reactions and 888 catalyst types from USPTO. Task: Predict which catalyst facilitates the given reaction. (1) Reactant: [NH2:1][C:2]1[N:7]=[C:6]([C:8]2[O:9][CH:10]=[CH:11][CH:12]=2)[C:5]([C:13]#[N:14])=[C:4](OS(C(F)(F)F)(=O)=O)[CH:3]=1.[NH2:23][C:24]1[CH:31]=[CH:30][C:27]([CH2:28][NH2:29])=[CH:26][CH:25]=1. Product: [NH2:1][C:2]1[CH:3]=[C:4]([NH:29][CH2:28][C:27]2[CH:30]=[CH:31][C:24]([NH2:23])=[CH:25][CH:26]=2)[C:5]([C:13]#[N:14])=[C:6]([C:8]2[O:9][CH:10]=[CH:11][CH:12]=2)[N:7]=1. The catalyst class is: 57. (2) Reactant: [C:1](OC(=O)C)(=[O:3])[CH3:2].[NH2:8][C:9]1[S:17][C:16]2[CH2:15][CH2:14][N:13]([C:18]([O:20][C:21]([CH3:24])([CH3:23])[CH3:22])=[O:19])[CH2:12][C:11]=2[C:10]=1[C:25]1[S:26][C:27]2[CH:33]=[CH:32][CH:31]=[CH:30][C:28]=2[N:29]=1. Product: [C:1]([NH:8][C:9]1[S:17][C:16]2[CH2:15][CH2:14][N:13]([C:18]([O:20][C:21]([CH3:24])([CH3:22])[CH3:23])=[O:19])[CH2:12][C:11]=2[C:10]=1[C:25]1[S:26][C:27]2[CH:33]=[CH:32][CH:31]=[CH:30][C:28]=2[N:29]=1)(=[O:3])[CH3:2]. The catalyst class is: 377. (3) Reactant: Cl.[F:2][C@H:3]1[CH2:8][NH:7][CH2:6][C:5]([CH3:10])([CH3:9])[C@H:4]1[OH:11].Cl[C:13]1[N:18]=[C:17]([NH2:19])[CH:16]=[CH:15][N:14]=1.C(=O)([O-])[O-].[K+].[K+]. The catalyst class is: 58. Product: [NH2:19][C:17]1[CH:16]=[CH:15][N:14]=[C:13]([N:7]2[CH2:8][C@H:3]([F:2])[C@H:4]([OH:11])[C:5]([CH3:10])([CH3:9])[CH2:6]2)[N:18]=1. (4) Reactant: Br[C:2]1[CH:3]=[CH:4][C:5]([C:8]([N:10]2[CH2:29][CH2:28][C:13]3[N:14]=[C:15]([NH:18][CH:19]4[CH2:27][C:26]5[C:21](=[CH:22][CH:23]=[CH:24][CH:25]=5)[CH2:20]4)[N:16]=[CH:17][C:12]=3[CH2:11]2)=[O:9])=[N:6][CH:7]=1.C(N(CC)CC)C.[CH3:37][Si:38]([C:41]#[CH:42])([CH3:40])[CH3:39]. Product: [CH2:20]1[C:21]2[C:26](=[CH:25][CH:24]=[CH:23][CH:22]=2)[CH2:27][CH:19]1[NH:18][C:15]1[N:16]=[CH:17][C:12]2[CH2:11][N:10]([C:8]([C:5]3[CH:4]=[CH:3][C:2]([C:42]#[C:41][Si:38]([CH3:40])([CH3:39])[CH3:37])=[CH:7][N:6]=3)=[O:9])[CH2:29][CH2:28][C:13]=2[N:14]=1. The catalyst class is: 590.